Dataset: Merck oncology drug combination screen with 23,052 pairs across 39 cell lines. Task: Regression. Given two drug SMILES strings and cell line genomic features, predict the synergy score measuring deviation from expected non-interaction effect. (1) Drug 1: CS(=O)(=O)CCNCc1ccc(-c2ccc3ncnc(Nc4ccc(OCc5cccc(F)c5)c(Cl)c4)c3c2)o1. Cell line: A427. Synergy scores: synergy=-24.1. Drug 2: NC1CCCCC1N.O=C(O)C(=O)O.[Pt+2]. (2) Drug 1: O=P1(N(CCCl)CCCl)NCCCO1. Drug 2: NC(=O)c1cccc2cn(-c3ccc(C4CCCNC4)cc3)nc12. Cell line: MDAMB436. Synergy scores: synergy=5.94. (3) Drug 1: CC(C)CC(NC(=O)C(Cc1ccccc1)NC(=O)c1cnccn1)B(O)O. Drug 2: COC1=C2CC(C)CC(OC)C(O)C(C)C=C(C)C(OC(N)=O)C(OC)C=CC=C(C)C(=O)NC(=CC1=O)C2=O. Cell line: SW620. Synergy scores: synergy=-20.8. (4) Drug 1: COc1cccc2c1C(=O)c1c(O)c3c(c(O)c1C2=O)CC(O)(C(=O)CO)CC3OC1CC(N)C(O)C(C)O1. Drug 2: Cn1c(=O)n(-c2ccc(C(C)(C)C#N)cc2)c2c3cc(-c4cnc5ccccc5c4)ccc3ncc21. Cell line: SW620. Synergy scores: synergy=6.71.